Dataset: Reaction yield outcomes from USPTO patents with 853,638 reactions. Task: Predict the reaction yield, written as a fraction of the theoretical maximum amount of product (1.0 means a 100% yield; for example, 0.34 means a 34% yield). (1) The reactants are Cl.[Cl:2][C:3]1[CH:8]=[CH:7][C:6]([C:9]2[O:13][C:12]([C:14](O)=[O:15])=[CH:11][C:10]=2[C:17]2[CH:22]=[CH:21][N:20]=[CH:19][CH:18]=2)=[CH:5][C:4]=1[OH:23].O.ON1C2C=CC=CC=2N=N1.C(N(CC)CC)C.[CH3:42][N:43]([CH3:48])[CH2:44][CH2:45][NH:46][CH3:47]. The catalyst is CN(C=O)C. The product is [CH3:42][N:43]([CH3:48])[CH2:44][CH2:45][N:46]([CH3:47])[C:14]([C:12]1[O:13][C:9]([C:6]2[CH:7]=[CH:8][C:3]([Cl:2])=[C:4]([OH:23])[CH:5]=2)=[C:10]([C:17]2[CH:22]=[CH:21][N:20]=[CH:19][CH:18]=2)[CH:11]=1)=[O:15]. The yield is 0.730. (2) The reactants are [C:1]([O:5][C:6](=[O:26])[NH:7][CH2:8][C:9]1[C:14]([C:15]2[CH:20]=[CH:19][C:18]([Cl:21])=[CH:17][C:16]=2[Cl:22])=[CH:13][N:12]2[CH:23]=[CH:24][N:25]=[C:11]2[CH:10]=1)([CH3:4])([CH3:3])[CH3:2].C1C(=O)N([Br:34])C(=O)C1. The catalyst is CN(C=O)C.CCOC(C)=O. The product is [C:1]([O:5][C:6](=[O:26])[NH:7][CH2:8][C:9]1[C:14]([C:15]2[CH:20]=[CH:19][C:18]([Cl:21])=[CH:17][C:16]=2[Cl:22])=[CH:13][N:12]2[C:23]([Br:34])=[CH:24][N:25]=[C:11]2[CH:10]=1)([CH3:4])([CH3:2])[CH3:3]. The yield is 0.670.